Dataset: hERG potassium channel inhibition data for cardiac toxicity prediction from Karim et al.. Task: Regression/Classification. Given a drug SMILES string, predict its toxicity properties. Task type varies by dataset: regression for continuous values (e.g., LD50, hERG inhibition percentage) or binary classification for toxic/non-toxic outcomes (e.g., AMES mutagenicity, cardiotoxicity, hepatotoxicity). Dataset: herg_karim. (1) The drug is CN1C[C@@H]2C[C@H]1CN2c1ccc(-c2ccc3[nH]ccc3c2)cn1. The result is 0 (non-blocker). (2) The compound is COc1ccc(C(=O)C2CCN(CCc3ccccc3)CC2)cc1. The result is 1 (blocker). (3) The molecule is O=C(C=Cc1ccc2c(c1)CN(S(=O)(=O)c1ccncc1)C2)NO. The result is 0 (non-blocker). (4) The compound is CC1(C)CC2(CCN(C(=O)c3ccc(C[C@@H]4CC[C@H]([C@H](O)c5ccccc5)N4)cc3)CC2)C(=O)O1. The result is 0 (non-blocker). (5) The compound is C[C@H](c1cccnc1)c1c(CCN(C)C)sc2ccccc12. The result is 1 (blocker).